Dataset: Experimentally validated miRNA-target interactions with 360,000+ pairs, plus equal number of negative samples. Task: Binary Classification. Given a miRNA mature sequence and a target amino acid sequence, predict their likelihood of interaction. (1) The miRNA is hsa-miR-380-3p with sequence UAUGUAAUAUGGUCCACAUCUU. The protein sequence of the target gene is MFGGLSSWLGLKPPEGAAAEGEEPPSRDGDKLSAGAAPSEESPERPVEPTEEQQQQPPTEDPQFLHQAKGLGNYLYNFASAATKKITESVTETAQTIKKSVEEGKIDDILDKTILGDFQKEQKKFVEEQNTKKSEAAVPPWVESHDEETIQQQILALSADKRNFLRDPPAGVQFNFDFDQMYPVALVMLQEDELLSKMRFALVPKLVKEEVFWRNYFYRISLIKQSAQLTALAAQQQASGKEEKSSNRDDNLPLTEAVRPKTPPVVIKSQLKSQEDEEEISTSPGVSEFVSDAFDTCSLN.... Result: 0 (no interaction). (2) The miRNA is hsa-miR-301b-3p with sequence CAGUGCAAUGAUAUUGUCAAAGC. The protein sequence of the target gene is MSFFPELYFNVDNGYLEGLVRGLKAGVLSQADYLNLVQCETLEDLKLHLQSTDYGNFLANEASPLTVSVIDDRLKEKMVVEFRHMRNHAYEPLASFLDFITYSYMIDNVILLITGTLHQRSIAELVPKCHPLGSFEQMEAVNIAQTPAELYNAILVDTPLAAFFQDCISEQDLDEMNIEIIRNTLYKAYLESFYKFCTLLGGTTADAMCPILEFEADRRAFIITINSFGTELSKEDRAKLFPHCGRLYPEGLAQLARADDYEQVKNVADYYPEYKLLFEGAGSNPGDKTLEDRFFEHEVK.... Result: 1 (interaction). (3) The miRNA is hsa-miR-548ao-3p with sequence AAAGACCGUGACUACUUUUGCA. The protein sequence of the target gene is MNGHMSNRSSGYGVYPSQLNGYGSSPPYSQMDREHSSRTSAKALYEQRKNYARDSVSSVSDVSQYRVEHLTTFVLDRKDAMITVEDGIRKLKLLDAKGKVWTQDMILQVDDRAVSLIDLESKNELENFPLNTISHCQAVVHACSYDSILALVCKEPTQSKPDLHLFQCDEVKANLISEDIESAISDSKGGKQKRRPEALRMIAKADPGIPPPPRAPAPVPPGTVTQVDVRSRVAAWSAWAADQGDFEKPRQYHEQEETPEMMAARIDRDVQILNHILDDIEFFITKLQKAAEAFSELSKR.... Result: 0 (no interaction). (4) The miRNA is hsa-miR-6778-5p with sequence AGUGGGAGGACAGGAGGCAGGU. The protein sequence of the target gene is MAQAAGPAGGGEPRTEAVGGEGPREPGAAGGAAGGSRDALSLEEILRLYNQPINEEQAWAVCYQCCGSLRAAARRRQPRHRVRSAAQIRVWRDGAVTLAPAADDAGEPPPVAGKLGYSQCMETEVIESLGIIIYKALDYGLKENEERELSPPLEQLIDHMANTVEADGSNDEGYEAAEEGLGDEDEKRKISAIRSYRDVMKLCAAHLPTESDAPNHYQAVCRALFAETMELHTFLTKIKSAKENLKKIQEMEKSDESSTDLEELKNADWARFWVQVMRDLRNGVKLKKVQERQYNPLPIE.... Result: 0 (no interaction). (5) The miRNA is mmu-miR-331-3p with sequence GCCCCUGGGCCUAUCCUAGAA. The protein sequence of the target gene is MIPQVVTNETITTISPNGINFPQKDESQPTQQRQDSLKKHLKAEIKVIVAIQIMCAVTVLALGIILASVPPVPYFNSVFSVLLKSGYPFIGALFFIASGILSIITERKSTKPLVDASLTLNILSVSFAFVGIIIISVSLAGLHPASEQCKQSKELSLIEHDYYQPFYNSDRSECAVTKSILTGALSVMLIISVLELGLALLSAMLWLREGVLTSLRM. Result: 1 (interaction). (6) The miRNA is hsa-miR-301b-5p with sequence GCUCUGACGAGGUUGCACUACU. The protein sequence of the target gene is MGRVFLTGEKANSILKRYPRANGFFEEIRQGNIERECKEEFCTFEEAREAFENNEKTKEFWSTYTKAQQGESNRGSDWFQFYLTFPLIFGLFIILLVIFLIWRCFLRNKTRRQTVTEGHIPFPQHLNIITPPPPPDEVFDSSGLSPGFLGYVVGRSDSVSTRLSNCDPPPTYEEATGQVNLQRSETEPHLDPPPEYEDIVNSNSASAIPMVPVVTTIK. Result: 0 (no interaction). (7) The miRNA is mmu-miR-713 with sequence UGCACUGAAGGCACACAGC. The protein sequence of the target gene is MRGTSIREGAPKTLLARALYDNHADCSDELAFSRGDILTIVEQNVPESEGWWRCLLHGRQGLAPANRLQVLRETPADRPCPLLPRGPDTDLTSSGAPYQVQDLISPPPQGPVYEPMRSWVEGPSPATAQVYELPESPSSARIICEKTLSFPKQALSVLPRPTRASLPTLPSQVYDVPVQRQGFSTLERLEKQQFYDIPTSSQKALLHSSTSQGRDVTLAPTMAFRQGGGYNPLSSPQKSERIHDTPVLLEKADVRNVSMTSFTKDSGSRAIPGSSAVHTGAVALSPQLGNTVQRKNSLPE.... Result: 0 (no interaction).